From a dataset of Forward reaction prediction with 1.9M reactions from USPTO patents (1976-2016). Predict the product of the given reaction. (1) Given the reactants [F:1][C:2]1[CH:24]=[C:23]([N+:25]([O-])=O)[CH:22]=[CH:21][C:3]=1[CH2:4][C:5]1[CH:10]=[CH:9][N:8]=[C:7]2[CH:11]=[C:12]([C:14]([C:16]3[O:17][CH:18]=[CH:19][CH:20]=3)=[O:15])[S:13][C:6]=12, predict the reaction product. The product is: [NH2:25][C:23]1[CH:22]=[CH:21][C:3]([CH2:4][C:5]2[CH:10]=[CH:9][N:8]=[C:7]3[CH:11]=[C:12]([C:14]([C:16]4[O:17][CH:18]=[CH:19][CH:20]=4)=[O:15])[S:13][C:6]=23)=[C:2]([F:1])[CH:24]=1. (2) The product is: [F:1][C:2]([F:35])([F:34])[C:3]1[CH:4]=[C:5]([C:13]([N:15]2[CH2:20][CH2:19][C@H:18]([C:21]3[CH:26]=[CH:25][C:24]([N:36]4[CH2:40][CH2:39][CH2:38][CH2:37]4)=[CH:23][CH:22]=3)[C@H:17]([C:28]3[CH:33]=[CH:32][CH:31]=[CH:30][CH:29]=3)[CH2:16]2)=[O:14])[CH:6]=[C:7]([C:9]([F:12])([F:11])[F:10])[CH:8]=1. Given the reactants [F:1][C:2]([F:35])([F:34])[C:3]1[CH:4]=[C:5]([C:13]([N:15]2[CH2:20][CH2:19][C@H:18]([C:21]3[CH:26]=[CH:25][C:24](Cl)=[CH:23][CH:22]=3)[C@H:17]([C:28]3[CH:33]=[CH:32][CH:31]=[CH:30][CH:29]=3)[CH2:16]2)=[O:14])[CH:6]=[C:7]([C:9]([F:12])([F:11])[F:10])[CH:8]=1.[NH:36]1[CH2:40][CH2:39][CH2:38][CH2:37]1.C1(C2C=CC=CC=2)C=CC=CC=1P(C1CCCCC1)C1CCCCC1, predict the reaction product.